From a dataset of Catalyst prediction with 721,799 reactions and 888 catalyst types from USPTO. Predict which catalyst facilitates the given reaction. (1) Reactant: [CH:1]1([N:4]=[C:5]=[O:6])[CH2:3][CH2:2]1.[CH3:7][O:8][C:9]1[CH:18]=[CH:17][CH:16]=[CH:15][C:10]=1[C:11]([NH:13][NH2:14])=[O:12]. Product: [CH:1]1([NH:4][C:5]([NH:14][NH:13][C:11](=[O:12])[C:10]2[CH:15]=[CH:16][CH:17]=[CH:18][C:9]=2[O:8][CH3:7])=[O:6])[CH2:3][CH2:2]1. The catalyst class is: 1. (2) Reactant: [O:1]1[CH2:6][CH2:5][CH:4]([N:7]2[CH2:12][CH2:11][NH:10][CH2:9][CH2:8]2)[CH2:3][CH2:2]1.[O:13]=[C:14]1[N:20]([CH:21]2[CH2:26][CH2:25][N:24]([C:27]([O:29][C@@H:30]([C:43](O)=[O:44])[CH2:31][C:32]3[CH:41]=[C:40]([CH3:42])[C:35]4[NH:36][C:37](=[O:39])[O:38][C:34]=4[CH:33]=3)=[O:28])[CH2:23][CH2:22]2)[CH2:19][CH2:18][C:17]2[CH:46]=[CH:47][CH:48]=[CH:49][C:16]=2[NH:15]1.CN(C(ON1N=NC2C=CC=CC1=2)=[N+](C)C)C.[B-](F)(F)(F)F.C(N(CC)CC)C. Product: [O:13]=[C:14]1[N:20]([CH:21]2[CH2:22][CH2:23][N:24]([C:27]([O:29][C@H:30]([CH2:31][C:32]3[CH:41]=[C:40]([CH3:42])[C:35]4[NH:36][C:37](=[O:39])[O:38][C:34]=4[CH:33]=3)[C:43](=[O:44])[N:10]3[CH2:11][CH2:12][N:7]([CH:4]4[CH2:5][CH2:6][O:1][CH2:2][CH2:3]4)[CH2:8][CH2:9]3)=[O:28])[CH2:25][CH2:26]2)[CH2:19][CH2:18][C:17]2[CH:46]=[CH:47][CH:48]=[CH:49][C:16]=2[NH:15]1. The catalyst class is: 3. (3) Reactant: [CH3:1][O:2][C:3](=[O:14])[CH2:4][O:5][C:6]1[CH:11]=[CH:10][C:9]([NH2:12])=[CH:8][C:7]=1[CH3:13].[C:15](O[C:15]([O:17][C:18]([CH3:21])([CH3:20])[CH3:19])=[O:16])([O:17][C:18]([CH3:21])([CH3:20])[CH3:19])=[O:16]. Product: [CH3:1][O:2][C:3](=[O:14])[CH2:4][O:5][C:6]1[CH:11]=[CH:10][C:9]([NH:12][C:15]([O:17][C:18]([CH3:21])([CH3:20])[CH3:19])=[O:16])=[CH:8][C:7]=1[CH3:13]. The catalyst class is: 1. (4) Reactant: [CH2:1]([O:3][C:4](=[O:15])[C@:5]([CH2:12][C:13]#[N:14])([CH2:9][CH2:10][CH3:11])[C:6](O)=[O:7])[CH3:2].CN1CCOCC1.[BH4-].[Na+].CO. The catalyst class is: 559. Product: [CH2:1]([O:3][C:4](=[O:15])[C@@:5]([CH2:12][C:13]#[N:14])([CH2:6][OH:7])[CH2:9][CH2:10][CH3:11])[CH3:2]. (5) Reactant: [Br:1][C:2]1[CH:10]=[C:9]2[C:5]([C:6]([CH:11]=O)=[N:7][NH:8]2)=[CH:4][CH:3]=1.C(O)(=O)C.[CH3:17][NH:18][CH3:19].C(O[BH-](OC(=O)C)OC(=O)C)(=O)C.[Na+]. Product: [Br:1][C:2]1[CH:10]=[C:9]2[C:5]([C:6]([CH2:11][N:18]([CH3:19])[CH3:17])=[N:7][NH:8]2)=[CH:4][CH:3]=1. The catalyst class is: 1. (6) Reactant: [Cl:1][C:2]1[CH:3]=[C:4]2[C:9](=[CH:10][CH:11]=1)[CH:8]=[C:7]([S:12]([N:15]([CH3:31])[C@H:16]1[CH2:20][CH2:19][N:18]([C@H:21]([CH3:29])[C:22](OC(C)(C)C)=[O:23])[C:17]1=[O:30])(=[O:14])=[O:13])[CH:6]=[CH:5]2.FC(F)(F)C(O)=O.Cl.CN(C)CCCN=C=NCC.C1C=CC2N(O)N=NC=2C=1.[NH:61]1[CH2:66][CH2:65][CH2:64][CH:63]([NH:67][C:68](=[O:75])[C:69]2[CH:74]=[CH:73][CH:72]=[CH:71][CH:70]=2)[CH2:62]1. Product: [Cl:1][C:2]1[CH:11]=[C:10]2[C:9](=[CH:4][CH:3]=1)[CH:8]=[C:7]([S:12]([N:15]([CH3:31])[C@H:16]1[CH2:20][CH2:19][N:18]([C@H:21]([CH3:29])[C:22]([N:61]3[CH2:66][CH2:65][CH2:64][CH:63]([NH:67][C:68](=[O:75])[C:69]4[CH:70]=[CH:71][CH:72]=[CH:73][CH:74]=4)[CH2:62]3)=[O:23])[C:17]1=[O:30])(=[O:13])=[O:14])[CH:6]=[CH:5]2. The catalyst class is: 347. (7) Reactant: [H-].[Na+].[Si:3]([O:20][CH2:21][C:22]1[C:23]([N:38]2[CH2:43][C@@H:42]([CH3:44])[O:41][C@H:40]([CH3:45])[CH2:39]2)=[C:24]([F:37])[C:25](F)=[C:26]([C:28](=[N:34][OH:35])[C:29]([O:31][CH2:32][CH3:33])=[O:30])[CH:27]=1)([C:16]([CH3:19])([CH3:18])[CH3:17])([C:10]1[CH:15]=[CH:14][CH:13]=[CH:12][CH:11]=1)[C:4]1[CH:9]=[CH:8][CH:7]=[CH:6][CH:5]=1. Product: [Si:3]([O:20][CH2:21][C:22]1[C:23]([N:38]2[CH2:43][C@@H:42]([CH3:44])[O:41][C@H:40]([CH3:45])[CH2:39]2)=[C:24]([F:37])[C:25]2[O:35][N:34]=[C:28]([C:29]([O:31][CH2:32][CH3:33])=[O:30])[C:26]=2[CH:27]=1)([C:16]([CH3:17])([CH3:18])[CH3:19])([C:10]1[CH:11]=[CH:12][CH:13]=[CH:14][CH:15]=1)[C:4]1[CH:9]=[CH:8][CH:7]=[CH:6][CH:5]=1. The catalyst class is: 3. (8) Reactant: C([O:8][C:9]1[CH:14]=[CH:13][C:12]([C:15]2[O:19][N:18]=[C:17]([C:20]3[CH:25]=[CH:24][C:23]([O:26][CH3:27])=[CH:22][CH:21]=3)[N:16]=2)=[CH:11][CH:10]=1)C1C=CC=CC=1. Product: [CH3:27][O:26][C:23]1[CH:22]=[CH:21][C:20]([C:17]2[N:16]=[C:15]([C:12]3[CH:13]=[CH:14][C:9]([OH:8])=[CH:10][CH:11]=3)[O:19][N:18]=2)=[CH:25][CH:24]=1. The catalyst class is: 403.